This data is from Reaction yield outcomes from USPTO patents with 853,638 reactions. The task is: Predict the reaction yield, written as a fraction of the theoretical maximum amount of product (1.0 means a 100% yield; for example, 0.34 means a 34% yield). The reactants are CC(OI1(OC(C)=O)(OC(C)=O)OC(=O)C2C=CC=CC1=2)=O.[F:23][C:24]1[CH:39]=[CH:38][C:27]([C:28]([N:30]([C@@H:32]([CH:35]([CH3:37])[CH3:36])[CH2:33][OH:34])[CH3:31])=[O:29])=[CH:26][C:25]=1[CH3:40].C([O-])(O)=O.[Na+].S(S([O-])=O)([O-])(=O)=O.[Na+].[Na+]. The catalyst is C(Cl)Cl. The product is [F:23][C:24]1[CH:39]=[CH:38][C:27]([C:28]([N:30]([CH3:31])[C@@H:32]([CH:35]([CH3:36])[CH3:37])[CH:33]=[O:34])=[O:29])=[CH:26][C:25]=1[CH3:40]. The yield is 0.940.